Dataset: Forward reaction prediction with 1.9M reactions from USPTO patents (1976-2016). Task: Predict the product of the given reaction. (1) Given the reactants [N:1]1([C:6]2[CH:11]=[CH:10][C:9]([OH:12])=[CH:8][CH:7]=2)[CH:5]=[CH:4][N:3]=[CH:2]1.[CH2:13]([CH:15]1[O:17][CH2:16]1)Cl, predict the reaction product. The product is: [O:17]1[CH2:16][CH:15]1[CH2:13][O:12][C:9]1[CH:10]=[CH:11][C:6]([N:1]2[CH:5]=[CH:4][N:3]=[CH:2]2)=[CH:7][CH:8]=1. (2) Given the reactants [O:1]1[C:5]2[CH:6]=[CH:7][CH:8]=[CH:9][C:4]=2[C:3]([N:10]2[CH2:15][CH2:14][N:13]([CH2:16][CH:17]([C:19]3[CH:20]=[C:21]4[C:25](=[CH:26][CH:27]=3)[C:24]([CH3:29])([CH3:28])[C:23](=[O:30])[C:22]4([CH3:32])[CH3:31])O)[CH2:12][CH2:11]2)=[N:2]1.CS([Cl:37])(=O)=O.C(N(CC)CC)C, predict the reaction product. The product is: [O:1]1[C:5]2[CH:6]=[CH:7][CH:8]=[CH:9][C:4]=2[C:3]([N:10]2[CH2:15][CH2:14][N:13]([CH2:16][CH:17]([C:19]3[CH:20]=[C:21]4[C:25](=[CH:26][CH:27]=3)[C:24]([CH3:29])([CH3:28])[C:23](=[O:30])[C:22]4([CH3:32])[CH3:31])[Cl:37])[CH2:12][CH2:11]2)=[N:2]1. (3) Given the reactants [Si:1]([O:18][C@H:19]([CH2:32][CH2:33][CH2:34][CH2:35][CH2:36][CH3:37])[CH2:20]/[CH:21]=[CH:22]\[CH2:23][CH2:24][CH2:25][CH2:26][CH2:27][CH2:28][CH2:29][CH2:30][OH:31])([C:14]([CH3:17])([CH3:16])[CH3:15])([C:8]1[CH:13]=[CH:12][CH:11]=[CH:10][CH:9]=1)[C:2]1[CH:7]=[CH:6][CH:5]=[CH:4][CH:3]=1.[Cr](Cl)([O-])(=O)=O.[NH+]1C=CC=CC=1.C(=O)([O-])[O-].[Na+].[Na+], predict the reaction product. The product is: [Si:1]([O:18][C@H:19]([CH2:32][CH2:33][CH2:34][CH2:35][CH2:36][CH3:37])[CH2:20]/[CH:21]=[CH:22]\[CH2:23][CH2:24][CH2:25][CH2:26][CH2:27][CH2:28][CH2:29][CH:30]=[O:31])([C:14]([CH3:16])([CH3:17])[CH3:15])([C:8]1[CH:9]=[CH:10][CH:11]=[CH:12][CH:13]=1)[C:2]1[CH:3]=[CH:4][CH:5]=[CH:6][CH:7]=1. (4) Given the reactants [C:1]1([CH:7]([C:11]2[CH:16]=[CH:15][CH:14]=[CH:13][CH:12]=2)[CH2:8][CH2:9]O)[CH:6]=[CH:5][CH:4]=[CH:3][CH:2]=1.[CH3:17][CH:18]([CH3:34])[C:19]([NH:21][C:22]1[CH:27]=[CH:26][CH:25]=[C:24]([CH:28]2[CH2:33][CH2:32][NH:31][CH2:30][CH2:29]2)[CH:23]=1)=[O:20], predict the reaction product. The product is: [C:1]1([CH:7]([C:11]2[CH:16]=[CH:15][CH:14]=[CH:13][CH:12]=2)[CH2:8][CH2:9][N:31]2[CH2:32][CH2:33][CH:28]([C:24]3[CH:23]=[C:22]([NH:21][C:19](=[O:20])[CH:18]([CH3:17])[CH3:34])[CH:27]=[CH:26][CH:25]=3)[CH2:29][CH2:30]2)[CH:6]=[CH:5][CH:4]=[CH:3][CH:2]=1. (5) Given the reactants [CH3:1][C:2]1([CH3:10])[CH2:7][CH2:6][CH2:5][CH2:4][C:3]1=[N:8]O.[H-].[Al+3].[Li+].[H-].[H-].[H-], predict the reaction product. The product is: [CH3:1][C:2]1([CH3:10])[CH2:7][CH2:6][CH2:5][CH2:4][CH:3]1[NH2:8]. (6) Given the reactants [Br:1][C:2]1[CH:7]=[CH:6][C:5](B(O)O)=[CH:4][CH:3]=1.C[Si](C)(C)[N-][Si](C)(C)C.[Na+].N[C@@H]1C[CH2:26][CH2:25][CH2:24][C@H:23]1[OH:28].N#N.IC1CCOC1.Cl, predict the reaction product. The product is: [Br:1][C:2]1[CH:7]=[CH:6][C:5]([CH:25]2[CH2:24][CH2:23][O:28][CH2:26]2)=[CH:4][CH:3]=1. (7) The product is: [CH3:17][O:16][C:2]1[C:7]([CH2:30][N:29]2[CH2:8][CH2:13][CH:12]([CH2:11][CH:10]=[O:33])[CH2:27][CH2:26]2)=[CH:6][CH:5]=[CH:4][N:3]=1. Given the reactants Cl[C:2]1[CH:7]=[CH:6][CH:5]=[CH:4][N:3]=1.[CH2:8]1[CH2:13][CH2:12][CH2:11][CH2:10]C1.C([O:16][CH2:17]C)C.C1([Li])C=CC=CC=1.[CH:26]([NH:29][CH:30](C)C)(C)[CH3:27].[O:33]1CCCC1, predict the reaction product.